From a dataset of Reaction yield outcomes from USPTO patents with 853,638 reactions. Predict the reaction yield, written as a fraction of the theoretical maximum amount of product (1.0 means a 100% yield; for example, 0.34 means a 34% yield). (1) The reactants are [F:1][C:2]1[CH:7]=[C:6]([S:8]([CH3:11])(=[O:10])=[O:9])[C:5]([CH3:12])=[CH:4][C:3]=1[NH:13][C@H:14]1[CH2:18][CH2:17][N:16]([CH:19]2[CH2:24][CH2:23][NH:22][CH2:21][CH2:20]2)[C:15]1=[O:25].[Cl:26][C:27]1[CH:32]=[N:31][C:30](Cl)=[CH:29][N:28]=1.C(N(C(C)C)C(C)C)C.O. The catalyst is CS(C)=O. The product is [Cl:26][C:27]1[N:28]=[CH:29][C:30]([N:22]2[CH2:21][CH2:20][CH:19]([N:16]3[CH2:17][CH2:18][C@H:14]([NH:13][C:3]4[CH:4]=[C:5]([CH3:12])[C:6]([S:8]([CH3:11])(=[O:10])=[O:9])=[CH:7][C:2]=4[F:1])[C:15]3=[O:25])[CH2:24][CH2:23]2)=[N:31][CH:32]=1. The yield is 0.602. (2) The reactants are [Br:1][C:2]1[CH:8]=[CH:7][C:5]([NH2:6])=[CH:4][CH:3]=1.C[Al](C)C.[Cl:13][C:14]1[CH:22]=[CH:21][CH:20]=[CH:19][C:15]=1[CH2:16][C:17]#[N:18]. The catalyst is C1(C)C=CC=CC=1.C(Cl)(Cl)Cl.CO. The product is [Br:1][C:2]1[CH:8]=[CH:7][C:5]([NH:6][C:17](=[NH:18])[CH2:16][C:15]2[CH:19]=[CH:20][CH:21]=[CH:22][C:14]=2[Cl:13])=[CH:4][CH:3]=1. The yield is 0.480.